From a dataset of Forward reaction prediction with 1.9M reactions from USPTO patents (1976-2016). Predict the product of the given reaction. (1) Given the reactants C([SiH2]Cl)(C)(C)C.[Br:7][C:8]1[CH:13]=[C:12]([O:14][CH3:15])[CH:11]=[C:10]([N+:16]([O-])=O)[C:9]=1[OH:19].[CH:20](=O)[C:21]1[CH:26]=[CH:25][CH:24]=[CH:23][CH:22]=1.O, predict the reaction product. The product is: [Br:7][C:8]1[C:9]2[O:19][C:20]([C:21]3[CH:26]=[CH:25][CH:24]=[CH:23][CH:22]=3)=[N:16][C:10]=2[CH:11]=[C:12]([O:14][CH3:15])[CH:13]=1. (2) The product is: [Br:8][C:5]1[CH:6]=[CH:7][C:2]([NH:1][C:16]([C:18]2[NH:22][N:21]=[C:20]([CH3:23])[CH:19]=2)=[O:15])=[N:3][CH:4]=1. Given the reactants [NH2:1][C:2]1[CH:7]=[CH:6][C:5]([Br:8])=[CH:4][N:3]=1.C[Al](C)C.C([O:15][C:16]([C:18]1[NH:22][N:21]=[C:20]([CH3:23])[CH:19]=1)=O)C, predict the reaction product. (3) Given the reactants [C:1]1([C:7]2[N:8]([C:16]3[CH:24]=[CH:23][C:19]([C:20](O)=[O:21])=[CH:18][CH:17]=3)[C:9]3[CH2:10][CH2:11][CH2:12][CH2:13][C:14]=3[CH:15]=2)[CH:6]=[CH:5][CH:4]=[CH:3][CH:2]=1.[CH3:25][CH:26]1[CH2:31][CH2:30][CH2:29][CH2:28][N:27]1[CH2:32][CH2:33][NH2:34].C(Cl)CCl, predict the reaction product. The product is: [CH3:25][CH:26]1[CH2:31][CH2:30][CH2:29][CH2:28][N:27]1[CH2:32][CH2:33][NH:34][C:20](=[O:21])[C:19]1[CH:18]=[CH:17][C:16]([N:8]2[C:9]3[CH2:10][CH2:11][CH2:12][CH2:13][C:14]=3[CH:15]=[C:7]2[C:1]2[CH:2]=[CH:3][CH:4]=[CH:5][CH:6]=2)=[CH:24][CH:23]=1.